Dataset: Ames mutagenicity test results for genotoxicity prediction. Task: Regression/Classification. Given a drug SMILES string, predict its toxicity properties. Task type varies by dataset: regression for continuous values (e.g., LD50, hERG inhibition percentage) or binary classification for toxic/non-toxic outcomes (e.g., AMES mutagenicity, cardiotoxicity, hepatotoxicity). Dataset: ames. (1) The molecule is Clc1ccc(Cl)c(Cl)c1. The result is 0 (non-mutagenic). (2) The compound is CCOCN(C(=O)CCl)c1c(C)cccc1CC. The result is 0 (non-mutagenic).